Predict the reactants needed to synthesize the given product. From a dataset of Full USPTO retrosynthesis dataset with 1.9M reactions from patents (1976-2016). (1) Given the product [CH:30]1([N:34]2[CH2:40][CH2:39][C:38]3[S:41][C:42]([CH:44]4[CH2:48][CH2:47][N:46]([C:8]([C:5]5[CH:6]=[N:7][C:2]([CH3:1])=[CH:3][CH:4]=5)=[O:10])[CH2:45]4)=[N:43][C:37]=3[CH2:36][CH2:35]2)[CH2:31][CH2:32][CH2:33]1, predict the reactants needed to synthesize it. The reactants are: [CH3:1][C:2]1[N:7]=[CH:6][C:5]([C:8]([OH:10])=O)=[CH:4][CH:3]=1.N1(O)C2C=CC=CC=2N=N1.C1(N=C=N)CCCCC1.[CH:30]1([N:34]2[CH2:40][CH2:39][C:38]3[S:41][C:42]([CH:44]4[CH2:48][CH2:47][NH:46][CH2:45]4)=[N:43][C:37]=3[CH2:36][CH2:35]2)[CH2:33][CH2:32][CH2:31]1. (2) Given the product [C:1]1([C:7]2[CH:11]=[C:10]3[NH:12][C:13](=[S:14])[NH:15][C:16](=[O:20])[N:9]3[N:8]=2)[CH:6]=[CH:5][CH:4]=[CH:3][CH:2]=1, predict the reactants needed to synthesize it. The reactants are: [C:1]1([C:7]2[CH:11]=[C:10]([NH:12][C:13]([NH:15][C:16](=[O:20])OCC)=[S:14])[NH:9][N:8]=2)[CH:6]=[CH:5][CH:4]=[CH:3][CH:2]=1.S(=O)(=O)(O)O. (3) Given the product [Br:6][C:7]1[CH:8]=[C:9]([O:5][CH2:4][CH:1]2[CH2:3][CH2:2]2)[C:10]([CH3:13])=[N:11][CH:12]=1, predict the reactants needed to synthesize it. The reactants are: [CH:1]1([CH2:4][OH:5])[CH2:3][CH2:2]1.[Br:6][C:7]1[CH:8]=[C:9](O)[C:10]([CH3:13])=[N:11][CH:12]=1.C1(P(C2C=CC=CC=2)C2C=CC=CC=2)C=CC=CC=1.N(C(OCC)=O)=NC(OCC)=O. (4) The reactants are: [NH2:1][C:2]1[N:7]=[C:6]([N:8]2[C@H:13]([CH3:14])[CH2:12][CH2:11][C@H:10]([NH:15][C:16](=[O:24])[CH2:17][C:18]3[CH:23]=[CH:22][CH:21]=[CH:20][CH:19]=3)[CH2:9]2)[CH:5]=[C:4]([C:25]2[CH:30]=[CH:29][C:28]([C:31]#[N:32])=[C:27](F)[CH:26]=2)[N:3]=1.[NH2:34][NH2:35]. Given the product [NH2:1][C:2]1[N:7]=[C:6]([N:8]2[C@H:13]([CH3:14])[CH2:12][CH2:11][C@H:10]([NH:15][C:16](=[O:24])[CH2:17][C:18]3[CH:23]=[CH:22][CH:21]=[CH:20][CH:19]=3)[CH2:9]2)[CH:5]=[C:4]([C:25]2[CH:26]=[C:27]3[C:28]([C:31]([NH2:32])=[N:34][NH:35]3)=[CH:29][CH:30]=2)[N:3]=1, predict the reactants needed to synthesize it. (5) Given the product [Br:1][C:2]1[CH:3]=[N:4][C:5]2[N:6]([N:8]=[C:9]([C:11]([N:28]3[CH2:27][CH2:26][C:25]4[C:30](=[CH:31][CH:32]=[CH:33][C:24]=4[C:19]4[C:20]([O:22][CH3:23])=[N:21][C:16]([O:15][CH3:14])=[N:17][CH:18]=4)[CH:29]3[CH3:34])=[O:13])[CH:10]=2)[CH:7]=1, predict the reactants needed to synthesize it. The reactants are: [Br:1][C:2]1[CH:3]=[N:4][C:5]2[N:6]([N:8]=[C:9]([C:11]([OH:13])=O)[CH:10]=2)[CH:7]=1.[CH3:14][O:15][C:16]1[N:21]=[C:20]([O:22][CH3:23])[C:19]([C:24]2[CH:33]=[CH:32][CH:31]=[C:30]3[C:25]=2[CH2:26][CH2:27][NH:28][CH:29]3[CH3:34])=[CH:18][N:17]=1. (6) Given the product [CH2:1]([O:3][C:4]([C:6]1[CH:7]=[N:8][C:9]2[C:14]([C:15]=1[NH:20][CH2:21][CH2:22][CH2:23][N:24]1[CH2:29][CH2:28][O:27][CH2:26][CH2:25]1)=[CH:13][CH:12]=[CH:11][C:10]=2[NH2:17])=[O:5])[CH3:2], predict the reactants needed to synthesize it. The reactants are: [CH2:1]([O:3][C:4]([C:6]1[CH:7]=[N:8][C:9]2[C:14]([C:15]=1Cl)=[CH:13][CH:12]=[CH:11][C:10]=2[N+:17]([O-])=O)=[O:5])[CH3:2].[NH2:20][CH2:21][CH2:22][CH2:23][N:24]1[CH2:29][CH2:28][O:27][CH2:26][CH2:25]1.